Dataset: Forward reaction prediction with 1.9M reactions from USPTO patents (1976-2016). Task: Predict the product of the given reaction. Given the reactants C[O:2][C:3]([C:5]1[CH:6]=[C:7]2[C:11](=[CH:12][CH:13]=1)[N:10]([CH2:14][C:15]1[CH:20]=[CH:19][C:18]([S:21][C:22]([F:25])([F:24])[F:23])=[CH:17][CH:16]=1)[C:9]([CH2:26][O:27][C:28]1[CH:33]=[CH:32][CH:31]=[CH:30][CH:29]=1)=[CH:8]2)=[O:4].[OH-].[Na+], predict the reaction product. The product is: [O:27]([CH2:26][C:9]1[N:10]([CH2:14][C:15]2[CH:16]=[CH:17][C:18]([S:21][C:22]([F:25])([F:24])[F:23])=[CH:19][CH:20]=2)[C:11]2[C:7]([CH:8]=1)=[CH:6][C:5]([C:3]([OH:4])=[O:2])=[CH:13][CH:12]=2)[C:28]1[CH:33]=[CH:32][CH:31]=[CH:30][CH:29]=1.